From a dataset of Reaction yield outcomes from USPTO patents with 853,638 reactions. Predict the reaction yield, written as a fraction of the theoretical maximum amount of product (1.0 means a 100% yield; for example, 0.34 means a 34% yield). (1) The reactants are ClC1N=C(C2C=CC=CC=2)C2CCCC=2N=1.N[C:18]1[CH:26]=[CH:25][C:21]([C:22]([OH:24])=[O:23])=[CH:20][CH:19]=1. The catalyst is CC(O)C. The product is [C:22]([OH:24])(=[O:23])[C:21]1[CH:25]=[CH:26][CH:18]=[CH:19][CH:20]=1. The yield is 0.840. (2) The reactants are Br[CH2:2][C:3]([NH:5][C:6]1[CH:10]=[C:9]([CH3:11])[N:8]([CH:12]2[CH2:17][CH2:16][CH2:15][CH2:14][O:13]2)[N:7]=1)=[O:4].[CH3:18][C:19]1[N:23]([CH:24]2[CH2:29][CH2:28][CH2:27][CH2:26][O:25]2)[N:22]=[C:21]([NH2:30])[CH:20]=1.C(=O)([O-])[O-].[K+].[K+]. The catalyst is CC#N. The product is [CH3:11][C:9]1[N:8]([CH:12]2[CH2:17][CH2:16][CH2:15][CH2:14][O:13]2)[N:7]=[C:6]([NH:5][C:3](=[O:4])[CH2:2][NH:30][C:21]2[CH:20]=[C:19]([CH3:18])[N:23]([CH:24]3[CH2:29][CH2:28][CH2:27][CH2:26][O:25]3)[N:22]=2)[CH:10]=1. The yield is 0.220.